From a dataset of Reaction yield outcomes from USPTO patents with 853,638 reactions. Predict the reaction yield, written as a fraction of the theoretical maximum amount of product (1.0 means a 100% yield; for example, 0.34 means a 34% yield). The yield is 0.600. The catalyst is O1CCOCC1.C1C=CC([P]([Pd]([P](C2C=CC=CC=2)(C2C=CC=CC=2)C2C=CC=CC=2)([P](C2C=CC=CC=2)(C2C=CC=CC=2)C2C=CC=CC=2)[P](C2C=CC=CC=2)(C2C=CC=CC=2)C2C=CC=CC=2)(C2C=CC=CC=2)C2C=CC=CC=2)=CC=1. The product is [Cl:29][C:26]1[CH:27]=[CH:28][C:23]([C:3]2[C:2]([C:32]3[CH:33]=[CH:34][C:35]([CH3:37])=[CH:36][C:31]=3[Cl:30])=[CH:7][N:6]3[C:8]([CH2:11][C:12]4[C:13]([CH3:22])=[N:14][C:15]([C:18]([F:20])([F:19])[F:21])=[CH:16][CH:17]=4)=[N:9][N:10]=[C:5]3[CH:4]=2)=[CH:24][CH:25]=1. The reactants are Br[C:2]1[C:3]([C:23]2[CH:28]=[CH:27][C:26]([Cl:29])=[CH:25][CH:24]=2)=[CH:4][C:5]2[N:6]([C:8]([CH2:11][C:12]3[C:13]([CH3:22])=[N:14][C:15]([C:18]([F:21])([F:20])[F:19])=[CH:16][CH:17]=3)=[N:9][N:10]=2)[CH:7]=1.[Cl:30][C:31]1[CH:36]=[C:35]([CH3:37])[CH:34]=[CH:33][C:32]=1B(O)O.C([O-])([O-])=O.[K+].[K+].ClC1C=CC(C2C(C3C=CC(Cl)=CC=3Cl)=CN3C(CC4C=NC(C(F)(F)F)=CC=4)=NN=C3C=2)=CC=1.